This data is from Forward reaction prediction with 1.9M reactions from USPTO patents (1976-2016). The task is: Predict the product of the given reaction. Given the reactants [N+:1]([C:4]1[CH:5]=[C:6]([CH:19]=[CH:20][C:21]=1[N+:22]([O-])=O)[NH:7][C:8](=[O:18])[C:9]1[CH:14]=[CH:13][C:12]([N:15]([CH3:17])[CH3:16])=[CH:11][CH:10]=1)([O-])=O.[CH3:25][N:26]([CH3:35])[C:27]1[CH:34]=[CH:33][C:30]([CH:31]=O)=[CH:29][CH:28]=1, predict the reaction product. The product is: [CH3:16][N:15]([CH3:17])[C:12]1[CH:13]=[CH:14][C:9]([C:8]([NH:7][C:6]2[CH:19]=[CH:20][C:21]3[NH:22][C:31]([C:30]4[CH:33]=[CH:34][C:27]([N:26]([CH3:35])[CH3:25])=[CH:28][CH:29]=4)=[N:1][C:4]=3[CH:5]=2)=[O:18])=[CH:10][CH:11]=1.